From a dataset of Reaction yield outcomes from USPTO patents with 853,638 reactions. Predict the reaction yield, written as a fraction of the theoretical maximum amount of product (1.0 means a 100% yield; for example, 0.34 means a 34% yield). The reactants are C([O:6][C:7](=[O:42])[C:8]1[C:13]([S:14][C:15]2[CH:20]=[CH:19][C:18]([S:21]([N:24]3[CH2:29][CH2:28][CH2:27][CH2:26][CH2:25]3)(=[O:23])=[O:22])=[CH:17][CH:16]=2)=[CH:12][N:11]=[C:10]([NH:30][S:31]([C:34]2[CH:39]=[CH:38][C:37]([Cl:40])=[CH:36][C:35]=2[Cl:41])(=[O:33])=[O:32])[CH:9]=1)CCCC.O.[OH-].[Li+].Cl. The catalyst is C1COCC1.O. The product is [Cl:41][C:35]1[CH:36]=[C:37]([Cl:40])[CH:38]=[CH:39][C:34]=1[S:31]([NH:30][C:10]1[CH:9]=[C:8]([C:13]([S:14][C:15]2[CH:16]=[CH:17][C:18]([S:21]([N:24]3[CH2:29][CH2:28][CH2:27][CH2:26][CH2:25]3)(=[O:23])=[O:22])=[CH:19][CH:20]=2)=[CH:12][N:11]=1)[C:7]([OH:42])=[O:6])(=[O:33])=[O:32]. The yield is 0.900.